From a dataset of Full USPTO retrosynthesis dataset with 1.9M reactions from patents (1976-2016). Predict the reactants needed to synthesize the given product. (1) Given the product [Br:27][C:28]1[CH:33]=[CH:32][C:31]2[N:34]([CH2:35][CH:36]3[CH2:38][CH2:37]3)[C:25]([C:21]3[CH:22]=[CH:23][C:24]4[N:12]([CH2:10][CH3:11])[C:13]5[C:18]([C:19]=4[CH:20]=3)=[CH:17][CH:16]=[CH:15][CH:14]=5)=[N:39][C:30]=2[C:29]=1[Cl:40], predict the reactants needed to synthesize it. The reactants are: S(OS([O-])=O)([O-])=O.[Na+].[Na+].[CH2:10]([N:12]1[C:24]2[CH:23]=[CH:22][C:21]([CH:25]=O)=[CH:20][C:19]=2[C:18]2[C:13]1=[CH:14][CH:15]=[CH:16][CH:17]=2)[CH3:11].[Br:27][C:28]1[C:29]([Cl:40])=[C:30]([NH2:39])[C:31]([NH:34][CH2:35][CH:36]2[CH2:38][CH2:37]2)=[CH:32][CH:33]=1.C(=O)([O-])O.[Na+]. (2) Given the product [CH3:16][O:9][C:8](=[O:10])[C:7]1[CH:11]=[CH:12][C:13]([Cl:15])=[CH:14][C:6]=1[Br:5], predict the reactants needed to synthesize it. The reactants are: S(Cl)(Cl)=O.[Br:5][C:6]1[CH:14]=[C:13]([Cl:15])[CH:12]=[CH:11][C:7]=1[C:8]([OH:10])=[O:9].[CH3:16]O.